The task is: Regression/Classification. Given a drug SMILES string, predict its toxicity properties. Task type varies by dataset: regression for continuous values (e.g., LD50, hERG inhibition percentage) or binary classification for toxic/non-toxic outcomes (e.g., AMES mutagenicity, cardiotoxicity, hepatotoxicity). Dataset: herg_karim.. This data is from hERG potassium channel inhibition data for cardiac toxicity prediction from Karim et al.. (1) The compound is N#Cc1ccc(C(F)(F)F)nc1OC(CCN)c1ccno1. The result is 0 (non-blocker). (2) The result is 1 (blocker). The compound is C=C(C)COc1ccccc1CN1CCC2(CC1)CCN(C(=O)c1ccncc1)CC2. (3) The result is 1 (blocker). The drug is COC(=O)c1ccc(C2=CC3(CCNCC3)Oc3ccccc32)cc1. (4) The compound is CC1(C)CC(=O)c2c(C(F)(F)F)nn(-c3ccc(C(N)=O)c(NC4CCC(OC(=O)CN)CC4)c3)c2C1. The result is 0 (non-blocker). (5) The drug is Cc1cc(OC2CCN(CC3CCN([C@@H](Cc4ccc(F)cc4)C(=O)O)CC3)CC2)ccc1Cl. The result is 0 (non-blocker).